The task is: Predict the reaction yield, written as a fraction of the theoretical maximum amount of product (1.0 means a 100% yield; for example, 0.34 means a 34% yield).. This data is from Reaction yield outcomes from USPTO patents with 853,638 reactions. (1) The reactants are C(OC([N:8]1[CH2:14][CH2:13][CH2:12][N:11]([C:15]2[N:16]([C:26]3[CH:31]=[CH:30][CH:29]=[CH:28][CH:27]=3)[C:17]3[C:22]([C:23]=2[CH:24]=[O:25])=[CH:21][CH:20]=[CH:19][CH:18]=3)[CH2:10][CH2:9]1)=O)(C)(C)C.FC(F)(F)C(O)=O. The catalyst is ClCCl. The product is [N:11]1([C:15]2[N:16]([C:26]3[CH:31]=[CH:30][CH:29]=[CH:28][CH:27]=3)[C:17]3[C:22]([C:23]=2[CH:24]=[O:25])=[CH:21][CH:20]=[CH:19][CH:18]=3)[CH2:12][CH2:13][CH2:14][NH:8][CH2:9][CH2:10]1. The yield is 0.860. (2) The reactants are [O:1]1[C:5]2[CH:6]=[CH:7][C:8]([OH:10])=[CH:9][C:4]=2[O:3][CH2:2]1.C([Mg]Cl)(C)C.[CH:16]1([CH2:19][CH2:20][N:21]2[C:29]3[C:24](=[CH:25][CH:26]=[CH:27][CH:28]=3)[C:23](=[O:30])[C:22]2=[O:31])[CH2:18][CH2:17]1. The catalyst is C1COCC1.ClCCl. The product is [CH:16]1([CH2:19][CH2:20][N:21]2[C:29]3[C:24](=[CH:25][CH:26]=[CH:27][CH:28]=3)[C:23]([OH:30])([C:7]3[C:8]([OH:10])=[CH:9][C:4]4[O:3][CH2:2][O:1][C:5]=4[CH:6]=3)[C:22]2=[O:31])[CH2:18][CH2:17]1. The yield is 0.760. (3) The reactants are [Br:1][C:2]1[CH:7]=[CH:6][C:5]([NH:8][C:9]2[C:10]([C:20]([OH:22])=O)=[CH:11][C:12]3[N:16]([CH3:17])[CH:15]=[N:14][C:13]=3[C:18]=2[Cl:19])=[C:4](Cl)[CH:3]=1.COC(C1C(NC2C=CC(Br)=CC=2Cl)=C(Cl)C2[N:32]=CN(C)C=2C=1)=O.[OH-:48].[Na+].[ClH:50].[CH2:51]1[CH2:55]OCC1.[OH2:56]. The catalyst is O. The product is [OH:48][CH2:55][CH2:51][O:56][NH:32][C:20]([C:10]1[C:9]([NH:8][C:5]2[CH:4]=[CH:3][C:2]([Br:1])=[CH:7][C:6]=2[Cl:50])=[C:18]([Cl:19])[C:13]2[N:14]=[CH:15][N:16]([CH3:17])[C:12]=2[CH:11]=1)=[O:22]. The yield is 1.00. (4) The reactants are [CH3:1][O:2][C:3]([C:5]1[S:6][C:7]([C:12]([OH:14])=O)=[CH:8][C:9]=1[C:10]#[N:11])=[O:4].C(N(CC)CC)C.CN(C(ON1N=NC2C=CC=CC1=2)=[N+](C)C)C.F[P-](F)(F)(F)(F)F.C1C=CC2N(O)N=NC=2C=1.Cl.Cl.[NH:58]1[C:66]2[C:61](=[C:62]([CH2:67][NH2:68])[CH:63]=[CH:64][CH:65]=2)[CH:60]=[N:59]1. The catalyst is CN(C=O)C. The product is [CH3:1][O:2][C:3]([C:5]1[S:6][C:7]([C:12](=[O:14])[NH:68][CH2:67][C:62]2[CH:63]=[CH:64][CH:65]=[C:66]3[C:61]=2[CH:60]=[N:59][NH:58]3)=[CH:8][C:9]=1[C:10]#[N:11])=[O:4]. The yield is 0.670. (5) The reactants are [Cl:1][C:2]1[CH:7]=[CH:6][N:5]=[C:4]([C:8]([O:10]C)=O)[CH:3]=1.[CH3:12][NH2:13].C1COCC1. The catalyst is CO. The product is [Cl:1][C:2]1[CH:7]=[CH:6][N:5]=[C:4]([C:8]([NH:13][CH3:12])=[O:10])[CH:3]=1. The yield is 0.840. (6) The reactants are Br[C:2]1[C:7](=[O:8])[N:6]([CH2:9][C:10]2[CH:15]=[CH:14][C:13]([C:16]3[C:17]([C:22]#[N:23])=[CH:18][CH:19]=[CH:20][CH:21]=3)=[CH:12][C:11]=2[F:24])[C:5]([CH2:25][CH2:26][CH3:27])=[N:4][C:3]=1[CH3:28].[CH:29]([O:32][C:33]1[N:38]=[CH:37][C:36](B(O)O)=[CH:35][CH:34]=1)([CH3:31])[CH3:30].C(=O)([O-])[O-].[Cs+].[Cs+].O1CCOCC1. The catalyst is C(OCC)(=O)C.C1C=CC(P(C2C=CC=CC=2)[C-]2C=CC=C2)=CC=1.C1C=CC(P(C2C=CC=CC=2)[C-]2C=CC=C2)=CC=1.Cl[Pd]Cl.[Fe+2].ClCCl. The product is [F:24][C:11]1[CH:12]=[C:13]([C:16]2[C:17]([C:22]#[N:23])=[CH:18][CH:19]=[CH:20][CH:21]=2)[CH:14]=[CH:15][C:10]=1[CH2:9][N:6]1[C:7](=[O:8])[C:2]([C:36]2[CH:37]=[N:38][C:33]([O:32][CH:29]([CH3:31])[CH3:30])=[CH:34][CH:35]=2)=[C:3]([CH3:28])[N:4]=[C:5]1[CH2:25][CH2:26][CH3:27]. The yield is 0.910. (7) The reactants are [Cl:1][C:2]1[C:7]([C:8]2[CH:13]=[CH:12][CH:11]=[C:10]([CH:14]=O)[CH:9]=2)=[CH:6][C:5]([CH2:16][NH:17][C:18](=[O:45])[CH2:19][CH2:20][C:21]([NH:23][CH2:24][C:25]2[C:26]([NH:38][CH:39]3[CH2:44][CH2:43][O:42][CH2:41][CH2:40]3)=[C:27]3[CH:35]=[N:34][N:33]([CH2:36][CH3:37])[C:28]3=[N:29][C:30]=2[CH2:31][CH3:32])=[O:22])=[CH:4][CH:3]=1.C[C@H:47]1[CH2:52][NH:51][CH2:50][CH2:49][N:48]1C(OC(C)(C)C)=O.C(O)(=O)C. The catalyst is CS(C)=O. The product is [Cl:1][C:2]1[C:7]([C:8]2[CH:13]=[CH:12][CH:11]=[C:10]([CH2:14][N:48]3[CH2:49][CH2:50][NH:51][CH2:52][CH2:47]3)[CH:9]=2)=[CH:6][C:5]([CH2:16][NH:17][C:18](=[O:45])[CH2:19][CH2:20][C:21]([NH:23][CH2:24][C:25]2[C:26]([NH:38][CH:39]3[CH2:44][CH2:43][O:42][CH2:41][CH2:40]3)=[C:27]3[CH:35]=[N:34][N:33]([CH2:36][CH3:37])[C:28]3=[N:29][C:30]=2[CH2:31][CH3:32])=[O:22])=[CH:4][CH:3]=1. The yield is 0.164. (8) The reactants are [Cl:1][C:2]1[CH:24]=[CH:23][C:5]([CH2:6][C:7]2[N:8]=[C:9]([C:17]3[CH:22]=[CH:21][N:20]=[CH:19][CH:18]=3)[S:10][C:11]=2[C:12]([O:14][CH2:15]C)=[O:13])=[CH:4][CH:3]=1.C1C=C(Cl)C=C(C(OO)=[O:33])C=1.C(Cl)Cl.C(=O)(O)[O-].[Na+]. The catalyst is CN(C=O)C. The product is [Cl:1][C:2]1[CH:24]=[CH:23][C:5]([CH2:6][C:7]2[N:8]=[C:9]([C:17]3[CH:22]=[CH:21][N+:20]([O-:33])=[CH:19][CH:18]=3)[S:10][C:11]=2[C:12]([O:14][CH3:15])=[O:13])=[CH:4][CH:3]=1. The yield is 1.00. (9) The reactants are [OH:1][CH:2]([C:8]1[N:9]([C:17]2[CH:22]=[CH:21][CH:20]=[CH:19][CH:18]=2)[C:10]2[C:15]([CH:16]=1)=[CH:14][CH:13]=[CH:12][CH:11]=2)[C:3]([O:5][CH2:6][CH3:7])=[O:4].[C:23](Br)([CH3:26])([CH3:25])[CH3:24]. The catalyst is C1CCCCC1.ClCCl.[Ag-]=O. The product is [C:23]([O:1][CH:2]([C:8]1[N:9]([C:17]2[CH:22]=[CH:21][CH:20]=[CH:19][CH:18]=2)[C:10]2[C:15]([CH:16]=1)=[CH:14][CH:13]=[CH:12][CH:11]=2)[C:3]([O:5][CH2:6][CH3:7])=[O:4])([CH3:26])([CH3:25])[CH3:24]. The yield is 0.330.